Task: Regression/Classification. Given a drug SMILES string, predict its absorption, distribution, metabolism, or excretion properties. Task type varies by dataset: regression for continuous measurements (e.g., permeability, clearance, half-life) or binary classification for categorical outcomes (e.g., BBB penetration, CYP inhibition). Dataset: cyp1a2_veith.. Dataset: CYP1A2 inhibition data for predicting drug metabolism from PubChem BioAssay (1) The result is 1 (inhibitor). The compound is CN(Cc1ccco1)c1nc(-c2cccnc2)nc2ccccc12. (2) The result is 1 (inhibitor). The drug is COc1cccc(-c2cc(C(F)(F)F)nc(N3CCN(c4ccccc4)CC3)n2)c1.